This data is from Full USPTO retrosynthesis dataset with 1.9M reactions from patents (1976-2016). The task is: Predict the reactants needed to synthesize the given product. Given the product [CH3:1][NH:2][C:3]([C:5]1[CH:14]=[C:13]2[C:8]([CH2:9][CH2:10][N:11]([CH2:27][C:26]([N:17]3[CH2:18][CH2:19][N:20]([CH:22]4[CH2:25][CH2:24][CH2:23]4)[CH2:21][CH2:16]3)=[O:28])[CH2:12]2)=[CH:7][CH:6]=1)=[O:4], predict the reactants needed to synthesize it. The reactants are: [CH3:1][NH:2][C:3]([C:5]1[CH:14]=[C:13]2[C:8]([CH2:9][CH2:10][NH:11][CH2:12]2)=[CH:7][CH:6]=1)=[O:4].Cl[CH:16]1[CH2:21][N:20]([CH:22]2[CH2:25][CH2:24][CH2:23]2)[CH2:19][CH2:18][NH:17]1.[C:26](N)(=[O:28])[CH3:27].C([O-])([O-])=O.[K+].[K+].[Na+].[I-].